From a dataset of Catalyst prediction with 721,799 reactions and 888 catalyst types from USPTO. Predict which catalyst facilitates the given reaction. Reactant: Br[CH:2]([CH3:4])[CH3:3].C([O-])([O-])=O.[K+].[K+].[N+:11]([C:14]1[NH:15][CH:16]=[CH:17][N:18]=1)([O-:13])=[O:12].O. Product: [CH:2]([N:15]1[CH:16]=[CH:17][N:18]=[C:14]1[N+:11]([O-:13])=[O:12])([CH3:4])[CH3:3]. The catalyst class is: 3.